From a dataset of Full USPTO retrosynthesis dataset with 1.9M reactions from patents (1976-2016). Predict the reactants needed to synthesize the given product. (1) Given the product [CH3:1][C:2]1[CH:11]=[C:10]([N:12]2[CH2:16][CH2:15][CH2:14][CH2:13]2)[C:9]2[C:4](=[CH:5][C:6]([O:17][CH2:24][C:19]3[CH:20]=[CH:21][CH:22]=[CH:23][N:18]=3)=[CH:7][CH:8]=2)[N:3]=1, predict the reactants needed to synthesize it. The reactants are: [CH3:1][C:2]1[CH:11]=[C:10]([N:12]2[CH2:16][CH2:15][CH2:14][CH2:13]2)[C:9]2[C:4](=[CH:5][C:6]([OH:17])=[CH:7][CH:8]=2)[N:3]=1.[N:18]1[CH:23]=[CH:22][CH:21]=[CH:20][C:19]=1[CH2:24]Cl. (2) Given the product [C:10]([O:9][C:7](=[O:8])[NH:6][CH:4]([CH3:5])[CH:3]=[O:2])([CH3:13])([CH3:11])[CH3:12], predict the reactants needed to synthesize it. The reactants are: C[O:2][C:3](=O)[CH:4]([NH:6][C:7]([O:9][C:10]([CH3:13])([CH3:12])[CH3:11])=[O:8])[CH3:5].CC(C[AlH]CC(C)C)C.CO.C(O)(=O)CC(CC(O)=O)(C(O)=O)O.